From a dataset of Forward reaction prediction with 1.9M reactions from USPTO patents (1976-2016). Predict the product of the given reaction. (1) Given the reactants [CH3:1][CH:2]([C:4]1[C:9](/[CH:10]=[CH:11]/[C@@H:12]([OH:24])[CH2:13][C@@H:14]([OH:23])[CH2:15][C:16]([O:18]C(C)(C)C)=[O:17])=[C:8]([C:25]2[CH:30]=[CH:29][C:28]([F:31])=[CH:27][CH:26]=2)[N:7]=[C:6]([N:32]([S:34]([CH3:37])(=[O:36])=[O:35])[CH3:33])[N:5]=1)[CH3:3].[OH-].[Na+:39], predict the reaction product. The product is: [CH3:3][CH:2]([C:4]1[C:9]([CH:10]=[CH:11][CH:12]([OH:24])[CH2:13][CH:14]([OH:23])[CH2:15][C:16]([O-:18])=[O:17])=[C:8]([C:25]2[CH:26]=[CH:27][C:28]([F:31])=[CH:29][CH:30]=2)[N:7]=[C:6]([N:32]([S:34]([CH3:37])(=[O:36])=[O:35])[CH3:33])[N:5]=1)[CH3:1].[Na+:39]. (2) The product is: [CH2:1]([N:3]1[C:11]2[C:6](=[N:7][CH:8]=[C:9]([CH3:12])[CH:10]=2)[N:5]([C:13]2[CH:33]=[CH:32][C:16]([O:17][C:18]3[N:19]=[C:20]4[CH:25]=[CH:24][CH:23]=[CH:22][N:21]4[CH:26]=3)=[CH:15][CH:14]=2)[C:4]1=[O:34])[CH3:2]. Given the reactants [CH2:1]([N:3]1[C:11]2[C:6](=[N:7][CH:8]=[C:9]([CH3:12])[CH:10]=2)[N:5]([C:13]2[CH:33]=[CH:32][C:16]([O:17][C:18]3[N:19]=[C:20]4[CH:25]=[CH:24][CH:23]=[CH:22][N:21]4[C:26]=3C(OCC)=O)=[CH:15][CH:14]=2)[C:4]1=[O:34])[CH3:2].[OH-].[Na+].Cl, predict the reaction product.